Dataset: Catalyst prediction with 721,799 reactions and 888 catalyst types from USPTO. Task: Predict which catalyst facilitates the given reaction. Reactant: [OH:1][C:2]1[C:10]([OH:11])=[CH:9][CH:8]=[CH:7][C:3]=1[C:4]([OH:6])=[O:5].[CH3:12]O. Product: [OH:1][C:2]1[C:10]([OH:11])=[CH:9][CH:8]=[CH:7][C:3]=1[C:4]([O:6][CH3:12])=[O:5]. The catalyst class is: 65.